This data is from Peptide-MHC class I binding affinity with 185,985 pairs from IEDB/IMGT. The task is: Regression. Given a peptide amino acid sequence and an MHC pseudo amino acid sequence, predict their binding affinity value. This is MHC class I binding data. (1) The peptide sequence is KLGDKGSPYY. The MHC is HLA-A31:01 with pseudo-sequence HLA-A31:01. The binding affinity (normalized) is 0.0715. (2) The peptide sequence is WASGVPAAT. The MHC is HLA-A03:01 with pseudo-sequence HLA-A03:01. The binding affinity (normalized) is 0.0847. (3) The peptide sequence is RQFPTAFGF. The MHC is Mamu-B3901 with pseudo-sequence Mamu-B3901. The binding affinity (normalized) is 0.749. (4) The peptide sequence is SRTPSGKRL. The MHC is HLA-A30:01 with pseudo-sequence HLA-A30:01. The binding affinity (normalized) is 0.0847. (5) The peptide sequence is SLTIPSFYT. The MHC is HLA-A23:01 with pseudo-sequence HLA-A23:01. The binding affinity (normalized) is 0.0847.